The task is: Predict which catalyst facilitates the given reaction.. This data is from Catalyst prediction with 721,799 reactions and 888 catalyst types from USPTO. (1) Reactant: C([O:4][C@@H:5]1[C@@H:13]([CH2:14][O:15]C(=O)C)[O:12][C@H:11]2[C@H:7]([N:8]=[C:9]([NH:19][CH3:20])[S:10]2)[C@H:6]1[O:21]C(=O)C)(=O)C.C(=O)([O-])[O-].[K+].[K+]. Product: [OH:15][CH2:14][C@H:13]1[O:12][C@H:11]2[C@H:7]([N:8]=[C:9]([NH:19][CH3:20])[S:10]2)[CH:6]([OH:21])[C@@H:5]1[OH:4]. The catalyst class is: 5. (2) Reactant: [NH2:1][C:2]1[CH:3]=[C:4]([OH:12])[C:5](=[CH:10][CH:11]=1)[C:6]([O:8]C)=[O:7].[Br:13][C:14]1[CH:15]=[C:16]([CH:22]=[CH:23][CH:24]=1)[CH2:17][S:18](Cl)(=[O:20])=[O:19].N1C=CC=CC=1.[OH-].[Na+].OP(O)(O)=O. Product: [Br:13][C:14]1[CH:15]=[C:16]([CH:22]=[CH:23][CH:24]=1)[CH2:17][S:18]([NH:1][C:2]1[CH:11]=[CH:10][C:5]([C:6]([OH:8])=[O:7])=[C:4]([OH:12])[CH:3]=1)(=[O:20])=[O:19]. The catalyst class is: 23.